This data is from Forward reaction prediction with 1.9M reactions from USPTO patents (1976-2016). The task is: Predict the product of the given reaction. (1) Given the reactants [CH3:1][C:2]1[S:3][C:4]2[CH:10]=[C:9]([S:11](Cl)(=[O:13])=[O:12])[CH:8]=[CH:7][C:5]=2[N:6]=1.[NH:15]1[CH2:20][CH2:19][CH2:18][CH2:17][CH2:16]1.CCCCCC, predict the reaction product. The product is: [CH3:1][C:2]1[S:3][C:4]2[CH:10]=[C:9]([S:11]([N:15]3[CH2:20][CH2:19][CH2:18][CH2:17][CH2:16]3)(=[O:13])=[O:12])[CH:8]=[CH:7][C:5]=2[N:6]=1. (2) The product is: [Cl:1][C:2]1[CH:20]=[C:19]([O:21][CH3:22])[C:18]([O:23][CH2:24][C:25]2[C:30]([O:31][CH3:32])=[CH:29][CH:28]=[C:27]([F:33])[C:26]=2[F:34])=[CH:17][C:3]=1[NH:4][C:5]1[C:10]([N+:11]([O-:13])=[O:12])=[C:9]([O:14][CH3:15])[N:8]=[C:7]([O:37][CH2:36][C:35]([O:39][CH2:40][CH3:41])=[O:38])[N:6]=1. Given the reactants [Cl:1][C:2]1[CH:20]=[C:19]([O:21][CH3:22])[C:18]([O:23][CH2:24][C:25]2[C:30]([O:31][CH3:32])=[CH:29][CH:28]=[C:27]([F:33])[C:26]=2[F:34])=[CH:17][C:3]=1[NH:4][C:5]1[C:10]([N+:11]([O-:13])=[O:12])=[C:9]([O:14][CH3:15])[N:8]=[C:7](Cl)[N:6]=1.[C:35]([O:39][CH2:40][CH3:41])(=[O:38])[CH2:36][OH:37].[H-].[Na+].Cl, predict the reaction product. (3) Given the reactants [CH3:1][C:2]1[N:6]([CH2:7][C:8]2[CH:13]=[CH:12][C:11]([CH3:14])=[CH:10][CH:9]=2)[N:5]=[C:4]([C:15]2[O:19][N:18]=[C:17]([C:20]3[CH:26]=[CH:25][C:23]([NH2:24])=[CH:22][CH:21]=3)[N:16]=2)[CH:3]=1.C(N(CC)C(C)C)(C)C.[Br:36][CH2:37][C:38](Br)=[O:39], predict the reaction product. The product is: [Br:36][CH2:37][C:38]([NH:24][C:23]1[CH:25]=[CH:26][C:20]([C:17]2[N:16]=[C:15]([C:4]3[CH:3]=[C:2]([CH3:1])[N:6]([CH2:7][C:8]4[CH:9]=[CH:10][C:11]([CH3:14])=[CH:12][CH:13]=4)[N:5]=3)[O:19][N:18]=2)=[CH:21][CH:22]=1)=[O:39].